From a dataset of Orexin1 receptor HTS with 218,158 compounds and 233 confirmed actives. Binary Classification. Given a drug SMILES string, predict its activity (active/inactive) in a high-throughput screening assay against a specified biological target. (1) The drug is s1c2c(n(c3c2cnn(c3=O)Cc2c(F)cccc2)C)cc1C. The result is 0 (inactive). (2) The drug is Brc1cc(c(OCC(=O)Nc2ccc(NC(=O)C)cc2)cc1)C. The result is 0 (inactive).